This data is from Catalyst prediction with 721,799 reactions and 888 catalyst types from USPTO. The task is: Predict which catalyst facilitates the given reaction. (1) Reactant: [CH:1]1([C:4]2[N:5]=[C:6]3[C:12]([C:13](O)=[O:14])=[CH:11][N:10]([CH2:16][O:17][CH2:18][CH2:19][Si:20]([CH3:23])([CH3:22])[CH3:21])[C:7]3=[N:8][CH:9]=2)[CH2:3][CH2:2]1.C(N(CC)CC)C.Cl.[NH2:32][C@@H:33]([CH3:41])[C:34]([O:36][C:37]([CH3:40])([CH3:39])[CH3:38])=[O:35].C1CN([P+](ON2N=NC3C=CC=CC2=3)(N2CCCC2)N2CCCC2)CC1.F[P-](F)(F)(F)(F)F. Product: [CH:1]1([C:4]2[N:5]=[C:6]3[C:12]([C:13]([NH:32][C@@H:33]([CH3:41])[C:34]([O:36][C:37]([CH3:40])([CH3:39])[CH3:38])=[O:35])=[O:14])=[CH:11][N:10]([CH2:16][O:17][CH2:18][CH2:19][Si:20]([CH3:22])([CH3:23])[CH3:21])[C:7]3=[N:8][CH:9]=2)[CH2:2][CH2:3]1. The catalyst class is: 31. (2) Reactant: [F:1][C:2]1[CH:19]=[C:18]([F:20])[CH:17]=[CH:16][C:3]=1[CH2:4][N:5]1[C:10](=[O:11])[CH:9]=[CH:8][C:7]([C:12](OC)=[O:13])=[N:6]1.[BH4-].[Na+].CO. Product: [F:1][C:2]1[CH:19]=[C:18]([F:20])[CH:17]=[CH:16][C:3]=1[CH2:4][N:5]1[C:10](=[O:11])[CH:9]=[CH:8][C:7]([CH2:12][OH:13])=[N:6]1. The catalyst class is: 7. (3) Reactant: FC(F)(F)[C:3]([OH:5])=[O:4].C(O[C:13](=[O:63])[NH:14][CH2:15][CH2:16][C:17]([NH:19][CH2:20][CH2:21][CH2:22][N:23]([C@H:36]1[CH2:60][CH2:59][C@@:58]2([CH3:61])[C:38](=[CH:39][CH2:40][C@@H:41]3[C@@H:57]2[CH2:56][CH2:55][C@@:54]2([CH3:62])[C@H:42]3[CH2:43][CH2:44][C@@H:45]2[C@H:46]([CH3:53])[CH2:47][CH2:48][CH2:49][CH:50]([CH3:52])[CH3:51])[CH2:37]1)[S:24]([C:27]1[CH:32]=[CH:31][CH:30]=[CH:29][C:28]=1[N+:33]([O-:35])=[O:34])(=[O:26])=[O:25])=[O:18])(C)(C)C.[OH-].[Na+].[CH:66]([N:69](C(C)C)CC)(C)[CH3:67].C(O)(=O)[CH2:76][C:77]([CH2:82]C(O)=O)([C:79](O)=O)O. Product: [C:77]([O:5][C:3](=[O:4])[NH:69][CH2:66][CH2:67][C:13]([NH:14][CH2:15][CH2:16][C:17]([NH:19][CH2:20][CH2:21][CH2:22][N:23]([C@H:36]1[CH2:60][CH2:59][C@@:58]2([CH3:61])[C:38](=[CH:39][CH2:40][C@@H:41]3[C@@H:57]2[CH2:56][CH2:55][C@@:54]2([CH3:62])[C@H:42]3[CH2:43][CH2:44][C@@H:45]2[C@H:46]([CH3:53])[CH2:47][CH2:48][CH2:49][CH:50]([CH3:52])[CH3:51])[CH2:37]1)[S:24]([C:27]1[CH:32]=[CH:31][CH:30]=[CH:29][C:28]=1[N+:33]([O-:35])=[O:34])(=[O:26])=[O:25])=[O:18])=[O:63])([CH3:76])([CH3:79])[CH3:82]. The catalyst class is: 61. (4) Reactant: [OH:1][CH2:2][CH:3]1[CH2:8][CH2:7][N:6]([C:9]([O:11][C:12]([CH3:15])([CH3:14])[CH3:13])=[O:10])[CH2:5][CH2:4]1.CC(OI1(OC(C)=O)(OC(C)=O)OC(=O)C2C=CC=CC1=2)=O. Product: [CH:2]([CH:3]1[CH2:8][CH2:7][N:6]([C:9]([O:11][C:12]([CH3:15])([CH3:14])[CH3:13])=[O:10])[CH2:5][CH2:4]1)=[O:1]. The catalyst class is: 4.